This data is from Full USPTO retrosynthesis dataset with 1.9M reactions from patents (1976-2016). The task is: Predict the reactants needed to synthesize the given product. (1) Given the product [CH2:2]([OH:9])[C:3]1[CH:8]=[CH:7][CH:6]=[CH:5][CH:4]=1.[CH2:21]([OH:12])[CH2:20][C:22]1[CH:23]=[CH:24][CH:25]=[CH:28][CH:27]=1, predict the reactants needed to synthesize it. The reactants are: B.[CH:2](=[O:9])[C:3]1[CH:8]=[CH:7][CH:6]=[CH:5][CH:4]=1.C(C1C=CC=CC=1)(=[O:12])C.B.[CH2:20]([C:22]1[CH:23]=[CH:24][C:25]([CH3:28])=N[CH:27]=1)[CH3:21]. (2) Given the product [Cl:36][C:33]1[CH:34]=[CH:35][C:30]([C:9]2([CH3:39])[C:10]3[N:11]([CH:27]([CH3:28])[CH3:29])[C:12]([C:17]4[C:18]([O:25][CH3:26])=[N:19][C:20]([O:23][CH3:24])=[N:21][CH:22]=4)=[N:13][C:14]=3[C:15](=[O:16])[N:8]2[C:6]2[CH:7]=[C:2]([Cl:1])[CH:3]=[CH:4][C:5]=2[CH3:38])=[C:31]([CH3:37])[CH:32]=1, predict the reactants needed to synthesize it. The reactants are: [Cl:1][C:2]1[CH:3]=[CH:4][C:5]([CH3:38])=[C:6]([N:8]2[C:15](=[O:16])[C:14]3[N:13]=[C:12]([C:17]4[C:18]([O:25][CH3:26])=[N:19][C:20]([O:23][CH3:24])=[N:21][CH:22]=4)[N:11]([CH:27]([CH3:29])[CH3:28])[C:10]=3[C@H:9]2[C:30]2[CH:35]=[CH:34][C:33]([Cl:36])=[CH:32][C:31]=2[CH3:37])[CH:7]=1.[CH3:39][Si]([N-][Si](C)(C)C)(C)C.[K+].CI.